From a dataset of NCI-60 drug combinations with 297,098 pairs across 59 cell lines. Regression. Given two drug SMILES strings and cell line genomic features, predict the synergy score measuring deviation from expected non-interaction effect. (1) Drug 1: CC1=C2C(C(=O)C3(C(CC4C(C3C(C(C2(C)C)(CC1OC(=O)C(C(C5=CC=CC=C5)NC(=O)OC(C)(C)C)O)O)OC(=O)C6=CC=CC=C6)(CO4)OC(=O)C)O)C)O. Drug 2: CC1=C(N=C(N=C1N)C(CC(=O)N)NCC(C(=O)N)N)C(=O)NC(C(C2=CN=CN2)OC3C(C(C(C(O3)CO)O)O)OC4C(C(C(C(O4)CO)O)OC(=O)N)O)C(=O)NC(C)C(C(C)C(=O)NC(C(C)O)C(=O)NCCC5=NC(=CS5)C6=NC(=CS6)C(=O)NCCC[S+](C)C)O. Cell line: SN12C. Synergy scores: CSS=11.0, Synergy_ZIP=-6.46, Synergy_Bliss=-2.92, Synergy_Loewe=-7.16, Synergy_HSA=-5.09. (2) Drug 1: C(CCl)NC(=O)N(CCCl)N=O. Drug 2: B(C(CC(C)C)NC(=O)C(CC1=CC=CC=C1)NC(=O)C2=NC=CN=C2)(O)O. Cell line: RPMI-8226. Synergy scores: CSS=75.8, Synergy_ZIP=-1.08, Synergy_Bliss=-2.33, Synergy_Loewe=0.121, Synergy_HSA=0.437. (3) Drug 1: CC1=C(C=C(C=C1)NC2=NC=CC(=N2)N(C)C3=CC4=NN(C(=C4C=C3)C)C)S(=O)(=O)N.Cl. Drug 2: C1C(C(OC1N2C=NC3=C2NC=NCC3O)CO)O. Cell line: NCI-H226. Synergy scores: CSS=18.0, Synergy_ZIP=-2.84, Synergy_Bliss=4.31, Synergy_Loewe=4.51, Synergy_HSA=5.79. (4) Drug 1: CC1=C(C=C(C=C1)NC(=O)C2=CC=C(C=C2)CN3CCN(CC3)C)NC4=NC=CC(=N4)C5=CN=CC=C5. Drug 2: C1=CC=C(C(=C1)C(C2=CC=C(C=C2)Cl)C(Cl)Cl)Cl. Cell line: SNB-75. Synergy scores: CSS=-1.71, Synergy_ZIP=-1.00, Synergy_Bliss=-3.24, Synergy_Loewe=-5.16, Synergy_HSA=-4.24. (5) Drug 1: CS(=O)(=O)CCNCC1=CC=C(O1)C2=CC3=C(C=C2)N=CN=C3NC4=CC(=C(C=C4)OCC5=CC(=CC=C5)F)Cl. Drug 2: C1CN(CCN1C(=O)CCBr)C(=O)CCBr. Cell line: SW-620. Synergy scores: CSS=11.4, Synergy_ZIP=-3.72, Synergy_Bliss=-1.10, Synergy_Loewe=0.0395, Synergy_HSA=-1.13.